This data is from Forward reaction prediction with 1.9M reactions from USPTO patents (1976-2016). The task is: Predict the product of the given reaction. (1) Given the reactants [N+:1]([C:4]([CH2:9][CH2:10][C:11]1[CH:16]=[CH:15][C:14]([CH2:17][CH2:18][CH2:19][CH2:20][CH2:21][CH2:22][CH2:23][CH3:24])=[CH:13][CH:12]=1)([CH2:7][OH:8])[CH2:5][OH:6])([O-])=O.CO.[H][H], predict the reaction product. The product is: [NH2:1][C:4]([CH2:9][CH2:10][C:11]1[CH:16]=[CH:15][C:14]([CH2:17][CH2:18][CH2:19][CH2:20][CH2:21][CH2:22][CH2:23][CH3:24])=[CH:13][CH:12]=1)([CH2:7][OH:8])[CH2:5][OH:6]. (2) Given the reactants [NH2:1][C:2]1[N:7]2[N:8]=[CH:9][C:10]([C:11]3[CH:12]=[N:13][C:14]4[C:19]([CH:20]=3)=[CH:18][CH:17]=[CH:16][CH:15]=4)=[C:6]2[N:5]=[C:4]([CH:21]2[CH2:26][NH:25][CH:24]([C:27]([O:29]C)=[O:28])[CH2:23][CH2:22]2)[C:3]=1[Br:31].C1COCC1.[OH-].[Na+], predict the reaction product. The product is: [NH2:1][C:2]1[N:7]2[N:8]=[CH:9][C:10]([C:11]3[CH:12]=[N:13][C:14]4[C:19]([CH:20]=3)=[CH:18][CH:17]=[CH:16][CH:15]=4)=[C:6]2[N:5]=[C:4]([CH:21]2[CH2:26][NH:25][CH:24]([C:27]([OH:29])=[O:28])[CH2:23][CH2:22]2)[C:3]=1[Br:31]. (3) Given the reactants [CH2:1]([O:8][C:9]([NH:11][C@@H:12]([CH2:20][S:21][CH2:22][C@@H:23]([OH:26])[CH2:24][OH:25])[C:13]([O:15][C:16]([CH3:19])([CH3:18])[CH3:17])=[O:14])=[O:10])[C:2]1[CH:7]=[CH:6][CH:5]=[CH:4][CH:3]=1.N1C=CC=CC=1.[CH3:33][S:34](Cl)(=[O:36])=[O:35], predict the reaction product. The product is: [CH2:1]([O:8][C:9]([NH:11][C@@H:12]([CH2:20][S:21][CH2:22][C@@H:23]([O:26][S:34]([CH3:33])(=[O:36])=[O:35])[CH2:24][O:25][S:34]([CH3:33])(=[O:36])=[O:35])[C:13]([O:15][C:16]([CH3:17])([CH3:18])[CH3:19])=[O:14])=[O:10])[C:2]1[CH:3]=[CH:4][CH:5]=[CH:6][CH:7]=1. (4) Given the reactants [Cl:1][C:2]1[CH:3]=[C:4]([CH:12]([CH2:16][CH:17]2[CH2:22][CH2:21][C:20](=[O:23])[CH2:19][CH2:18]2)[C:13](O)=[O:14])[CH:5]=[CH:6][C:7]=1[S:8]([CH3:11])(=[O:10])=[O:9].C(Cl)(=O)C(Cl)=O.[NH2:30][C:31]1[CH:36]=[N:35][CH:34]=[CH:33][N:32]=1.N1C=CC=CC=1, predict the reaction product. The product is: [Cl:1][C:2]1[CH:3]=[C:4]([CH:12]([CH2:16][CH:17]2[CH2:18][CH2:19][C:20](=[O:23])[CH2:21][CH2:22]2)[C:13]([NH:30][C:31]2[CH:36]=[N:35][CH:34]=[CH:33][N:32]=2)=[O:14])[CH:5]=[CH:6][C:7]=1[S:8]([CH3:11])(=[O:10])=[O:9]. (5) The product is: [C:30]1([CH:7]([C:1]2[CH:6]=[CH:5][CH:4]=[CH:3][CH:2]=2)[CH2:8][NH:9][C:10]2[N:18]=[C:17]([C:19]([O:21][CH2:22][CH3:23])=[O:20])[N:16]=[C:15]3[C:11]=2[N:12]=[CH:13][NH:14]3)[CH:31]=[CH:32][CH:33]=[CH:34][CH:35]=1. Given the reactants [C:1]1([CH:7]([C:30]2[CH:35]=[CH:34][CH:33]=[CH:32][CH:31]=2)[CH2:8][NH:9][C:10]2[N:18]=[C:17]([C:19]([O:21][CH2:22][CH3:23])=[O:20])[N:16]=[C:15]3[C:11]=2[N:12]=[CH:13][N:14]3C2CCCCO2)[CH:6]=[CH:5][CH:4]=[CH:3][CH:2]=1.FC(F)(F)C(O)=O, predict the reaction product.